This data is from Full USPTO retrosynthesis dataset with 1.9M reactions from patents (1976-2016). The task is: Predict the reactants needed to synthesize the given product. (1) Given the product [CH3:1][N:2]1[C:6]2=[N:7][CH:8]=[CH:9][CH:10]=[C:5]2[C:4]2[CH2:11][CH2:12][NH:13][CH2:14][C:3]1=2, predict the reactants needed to synthesize it. The reactants are: [CH3:1][N:2]1[C:6]2=[N:7][CH:8]=[CH:9][CH:10]=[C:5]2[C:4]([CH2:11][CH2:12][NH2:13])=[CH:3]1.[CH2:14]=O. (2) Given the product [F:23][C:24]([F:31])([F:30])[C:25]([NH:4][C@H:3]([CH2:5][CH2:7][CH2:9][CH2:10][CH2:11][CH2:12][CH2:13][CH2:14][CH2:15][CH2:16][CH2:17][CH2:18][CH2:19][CH2:20][CH2:21][CH3:22])[CH2:2][OH:1])=[O:26], predict the reactants needed to synthesize it. The reactants are: [OH:1][CH2:2][C@@H:3]([C@@H:5]([C@@H:7]([CH2:9][CH2:10][CH2:11][CH2:12][CH2:13][CH2:14][CH2:15][CH2:16][CH2:17][CH2:18][CH2:19][CH2:20][CH2:21][CH3:22])O)O)[NH2:4].[F:23][C:24]([F:31])([F:30])[C:25](OCC)=[O:26].CCN(CC)CC. (3) Given the product [NH2:2][C:1]1[NH:16][N:15]=[C:9]([CH3:10])[C:3]=1[C:4]([O:6][CH2:7][CH3:8])=[O:14], predict the reactants needed to synthesize it. The reactants are: [C:1](/[C:3](=[C:9](\OCC)/[CH3:10])/[C:4]([O:6][CH2:7][CH3:8])=O)#[N:2].[OH2:14].[NH2:15][NH2:16]. (4) Given the product [Cl:13][CH2:12][CH2:11][O:3][C:2]1[C:1]([O:8][CH3:9])=[CH:7][CH:6]=[CH:5][CH:4]=1, predict the reactants needed to synthesize it. The reactants are: [C:1]1([O:8][CH3:9])[C:2](=[CH:4][CH:5]=[CH:6][CH:7]=1)[OH:3].Br[CH2:11][CH2:12][Cl:13].[OH-].[Na+]. (5) Given the product [CH3:1][C:2]1([CH3:14])[CH:6]([C:7]#[CH:8])[O:5][C:4](=[O:13])[NH:3]1, predict the reactants needed to synthesize it. The reactants are: [CH3:1][C:2]1([CH3:14])[CH:6]([C:7]#[C:8][Si](C)(C)C)[O:5][C:4](=[O:13])[NH:3]1.C([O-])([O-])=O.[K+].[K+]. (6) Given the product [C:3]([O:7][C:8]([N:10]1[CH2:15][CH2:14][CH:13]([O:16][C:18]2[CH:23]=[CH:22][CH:21]=[C:20]([C:24]([F:27])([F:26])[F:25])[CH:19]=2)[CH2:12][CH2:11]1)=[O:9])([CH3:6])([CH3:4])[CH3:5], predict the reactants needed to synthesize it. The reactants are: [H-].[Na+].[C:3]([O:7][C:8]([N:10]1[CH2:15][CH2:14][CH:13]([OH:16])[CH2:12][CH2:11]1)=[O:9])([CH3:6])([CH3:5])[CH3:4].F[C:18]1[CH:19]=[C:20]([C:24]([F:27])([F:26])[F:25])[CH:21]=[CH:22][CH:23]=1.O. (7) Given the product [Cl:43][C:29]1[C:30]([NH:32][C:33]2[CH:42]=[CH:41][CH:40]=[CH:39][C:34]=2[C:35]([NH:37][CH3:38])=[O:36])=[N:31][C:26]([NH:13][C:6]2[CH:5]=[C:4]([N+:1]([O-:3])=[O:2])[CH:12]=[C:11]3[C:7]=2[CH2:8][CH2:9][CH2:10]3)=[N:27][CH:28]=1, predict the reactants needed to synthesize it. The reactants are: [N+:1]([C:4]1[CH:5]=[C:6]([NH2:13])[C:7]2[CH2:8][CH2:9][CH2:10][C:11]=2[CH:12]=1)([O-:3])=[O:2].NC1C=C(N[C:26]2[N:31]=[C:30]([NH:32][C:33]3[CH:42]=[CH:41][CH:40]=[CH:39][C:34]=3[C:35]([NH:37][CH3:38])=[O:36])[C:29]([Cl:43])=[CH:28][N:27]=2)C=C(C(F)(F)F)C=1.CC1C=CC(S(O)(=O)=O)=CC=1.